This data is from NCI-60 drug combinations with 297,098 pairs across 59 cell lines. The task is: Regression. Given two drug SMILES strings and cell line genomic features, predict the synergy score measuring deviation from expected non-interaction effect. (1) Drug 2: C1CCC(C(C1)N)N.C(=O)(C(=O)[O-])[O-].[Pt+4]. Cell line: HCC-2998. Drug 1: C1CN1C2=NC(=NC(=N2)N3CC3)N4CC4. Synergy scores: CSS=46.4, Synergy_ZIP=-7.20, Synergy_Bliss=-9.58, Synergy_Loewe=-4.68, Synergy_HSA=-2.58. (2) Drug 1: CC(C1=C(C=CC(=C1Cl)F)Cl)OC2=C(N=CC(=C2)C3=CN(N=C3)C4CCNCC4)N. Drug 2: C1=CC=C(C(=C1)C(C2=CC=C(C=C2)Cl)C(Cl)Cl)Cl. Cell line: MDA-MB-231. Synergy scores: CSS=12.4, Synergy_ZIP=-2.28, Synergy_Bliss=-1.43, Synergy_Loewe=-7.40, Synergy_HSA=-1.28. (3) Drug 1: C1=C(C(=O)NC(=O)N1)N(CCCl)CCCl. Drug 2: C1C(C(OC1N2C=NC3=C(N=C(N=C32)Cl)N)CO)O. Cell line: KM12. Synergy scores: CSS=2.23, Synergy_ZIP=-1.51, Synergy_Bliss=-6.38, Synergy_Loewe=1.77, Synergy_HSA=-0.576. (4) Drug 1: C1=C(C(=O)NC(=O)N1)F. Drug 2: C1CN(P(=O)(OC1)NCCCl)CCCl. Cell line: HS 578T. Synergy scores: CSS=33.2, Synergy_ZIP=-3.49, Synergy_Bliss=-1.52, Synergy_Loewe=-13.5, Synergy_HSA=-1.97.